Task: Predict the reactants needed to synthesize the given product.. Dataset: Full USPTO retrosynthesis dataset with 1.9M reactions from patents (1976-2016) (1) Given the product [F:28][C:2]([F:1])([C:21]1[CH:22]=[CH:23][C:24]([CH3:27])=[CH:25][CH:26]=1)[C:3]1[CH:8]=[CH:7][C:6]([CH:9]2[C:14]3=[N:15][S:16](=[O:20])(=[O:19])[CH2:17][CH2:18][N:13]3[CH2:12][CH2:11][CH2:10]2)=[CH:5][CH:4]=1, predict the reactants needed to synthesize it. The reactants are: [F:1][C:2]([F:28])([C:21]1[CH:26]=[CH:25][C:24]([CH3:27])=[CH:23][CH:22]=1)[C:3]1[CH:8]=[CH:7][C:6]([C:9]2[C:14]3=[N:15][S:16](=[O:20])(=[O:19])[CH2:17][CH2:18][N:13]3[CH:12]=[CH:11][CH:10]=2)=[CH:5][CH:4]=1. (2) The reactants are: [F:1][C:2]([F:29])([F:28])[C:3]1[CH:4]=[C:5]([CH:21]=[C:22]([C:24]([F:27])([F:26])[F:25])[CH:23]=1)[CH2:6][N:7]1[C:11]([C:12]2[CH:17]=[CH:16][N:15]=[CH:14][CH:13]=2)=[C:10]([C:18]([OH:20])=O)[N:9]=[N:8]1.C(Cl)(=O)C(Cl)=O.[Cl:36][C:37]1[CH:42]=[CH:41][CH:40]=[CH:39][C:38]=1[NH:43][CH:44]([CH3:46])[CH3:45]. Given the product [Cl:36][C:37]1[CH:42]=[CH:41][CH:40]=[CH:39][C:38]=1[N:43]([CH:44]([CH3:46])[CH3:45])[C:18]([C:10]1[N:9]=[N:8][N:7]([CH2:6][C:5]2[CH:4]=[C:3]([C:2]([F:28])([F:1])[F:29])[CH:23]=[C:22]([C:24]([F:25])([F:26])[F:27])[CH:21]=2)[C:11]=1[C:12]1[CH:13]=[CH:14][N:15]=[CH:16][CH:17]=1)=[O:20], predict the reactants needed to synthesize it. (3) Given the product [Si:1]([O:8][CH2:9][C:10]1[N:15]=[CH:14][C:13]2[N:16]=[CH:17][N:18]([C:19]3[S:23][C:22]([C:24]([O:26][CH3:27])=[O:25])=[C:21]([O:28][CH:36]([C:33]4[CH:34]=[CH:35][C:30]([F:29])=[CH:31][C:32]=4[C:39]([F:42])([F:40])[F:41])[CH3:37])[CH:20]=3)[C:12]=2[CH:11]=1)([C:4]([CH3:5])([CH3:6])[CH3:7])([CH3:2])[CH3:3], predict the reactants needed to synthesize it. The reactants are: [Si:1]([O:8][CH2:9][C:10]1[N:15]=[CH:14][C:13]2[N:16]=[CH:17][N:18]([C:19]3[S:23][C:22]([C:24]([O:26][CH3:27])=[O:25])=[C:21]([OH:28])[CH:20]=3)[C:12]=2[CH:11]=1)([C:4]([CH3:7])([CH3:6])[CH3:5])([CH3:3])[CH3:2].[F:29][C:30]1[CH:35]=[CH:34][C:33]([CH:36](O)[CH3:37])=[C:32]([C:39]([F:42])([F:41])[F:40])[CH:31]=1.C1(P(C2C=CC=CC=2)C2C=CC=CC=2)C=CC=CC=1.N(C(OC(C)(C)C)=O)=NC(OC(C)(C)C)=O. (4) Given the product [CH:24]([O:23][C:21](=[O:22])[NH:1][C:2]1[CH:7]=[CH:6][CH:5]=[C:4]([C:8]2[CH:13]=[N:12][CH:11]=[C:10]3[S:14][C:15]([C:17](=[O:18])[NH2:19])=[CH:16][C:9]=23)[CH:3]=1)([CH3:26])[CH3:25], predict the reactants needed to synthesize it. The reactants are: [NH2:1][C:2]1[CH:3]=[C:4]([C:8]2[CH:13]=[N:12][CH:11]=[C:10]3[S:14][C:15]([C:17]([NH2:19])=[O:18])=[CH:16][C:9]=23)[CH:5]=[CH:6][CH:7]=1.Cl[C:21]([O:23][CH:24]([CH3:26])[CH3:25])=[O:22]. (5) Given the product [C:24]([N:27]1[CH2:31][CH2:30][N:29]([C:2]2[CH:3]=[CH:4][C:5]([C:8]([N:10]3[CH2:15][CH2:14][N:13]([C:16]4[C:21]([CH3:22])=[CH:20][C:19]([CH3:23])=[CH:18][N:17]=4)[CH2:12][CH2:11]3)=[O:9])=[CH:6][N:7]=2)[C:28]1=[O:32])(=[O:26])[CH3:25], predict the reactants needed to synthesize it. The reactants are: Br[C:2]1[N:7]=[CH:6][C:5]([C:8]([N:10]2[CH2:15][CH2:14][N:13]([C:16]3[C:21]([CH3:22])=[CH:20][C:19]([CH3:23])=[CH:18][N:17]=3)[CH2:12][CH2:11]2)=[O:9])=[CH:4][CH:3]=1.[C:24]([N:27]1[CH2:31][CH2:30][NH:29][C:28]1=[O:32])(=[O:26])[CH3:25]. (6) Given the product [OH:17][CH2:16][CH2:18][NH:19][CH:6]1[CH2:5][CH2:4][N:3]([C:9]([O:11][C:12]([CH3:15])([CH3:14])[CH3:13])=[O:10])[CH:2]([CH3:1])[CH2:7]1, predict the reactants needed to synthesize it. The reactants are: [CH3:1][CH:2]1[CH2:7][C:6](=O)[CH2:5][CH2:4][N:3]1[C:9]([O:11][C:12]([CH3:15])([CH3:14])[CH3:13])=[O:10].[CH2:16]([CH2:18][NH2:19])[OH:17].C(O)(=O)C.C(O[BH-](OC(=O)C)OC(=O)C)(=O)C.[Na+].